This data is from NCI-60 drug combinations with 297,098 pairs across 59 cell lines. The task is: Regression. Given two drug SMILES strings and cell line genomic features, predict the synergy score measuring deviation from expected non-interaction effect. (1) Drug 1: COC1=C2C(=CC3=C1OC=C3)C=CC(=O)O2. Drug 2: C1CNP(=O)(OC1)N(CCCl)CCCl. Cell line: HCT116. Synergy scores: CSS=2.33, Synergy_ZIP=-5.19, Synergy_Bliss=-10.6, Synergy_Loewe=-7.28, Synergy_HSA=-7.40. (2) Drug 1: C1=CN(C=N1)CC(O)(P(=O)(O)O)P(=O)(O)O. Drug 2: CN1C2=C(C=C(C=C2)N(CCCl)CCCl)N=C1CCCC(=O)O.Cl. Cell line: HOP-92. Synergy scores: CSS=3.29, Synergy_ZIP=0.0348, Synergy_Bliss=2.38, Synergy_Loewe=2.34, Synergy_HSA=-0.347.